Task: Predict which catalyst facilitates the given reaction.. Dataset: Catalyst prediction with 721,799 reactions and 888 catalyst types from USPTO (1) Reactant: C1(P(C2CCCCC2)C2C=CC=CC=2C2C(OC)=CC=CC=2OC)CCCCC1.C([Zn][C:33]#[N:34])#N.Cl[C:36]1[N:41]=[CH:40][C:39]([OH:42])=[CH:38][C:37]=1[CH3:43]. Product: [OH:42][C:39]1[CH:38]=[C:37]([CH3:43])[C:36]([C:33]#[N:34])=[N:41][CH:40]=1. The catalyst class is: 533. (2) Reactant: [CH3:1][O:2][C:3]([C:5]1[CH:10]=[C:9]([Br:11])[C:8](=[O:12])[N:7]([CH2:13][C:14]2[S:15][CH:16]=[CH:17][N:18]=2)[C:6]=1[CH2:19]Br)=[O:4].[CH3:21][O:22][C:23](=[O:36])[CH2:24][NH:25][S:26]([C:29]1[CH:34]=[CH:33][C:32]([CH3:35])=[CH:31][CH:30]=1)(=[O:28])=[O:27].[I-].[Na+].C(=O)([O-])[O-].[K+].[K+]. Product: [CH3:1][O:2][C:3]([C:5]1[CH:10]=[C:9]([Br:11])[C:8](=[O:12])[N:7]([CH2:13][C:14]2[S:15][CH:16]=[CH:17][N:18]=2)[C:6]=1[CH2:19][N:25]([CH2:24][C:23]([O:22][CH3:21])=[O:36])[S:26]([C:29]1[CH:30]=[CH:31][C:32]([CH3:35])=[CH:33][CH:34]=1)(=[O:28])=[O:27])=[O:4]. The catalyst class is: 163. (3) Reactant: [CH3:1][S:2][C:3]1[CH:11]=[CH:10][C:6]([C:7]([OH:9])=[O:8])=[CH:5][C:4]=1[N+:12]([O-:14])=[O:13].OO.S(S([O-])=O)([O-])(=O)=[O:18].[Na+].[Na+]. Product: [CH3:1][S:2]([C:3]1[CH:11]=[CH:10][C:6]([C:7]([OH:9])=[O:8])=[CH:5][C:4]=1[N+:12]([O-:14])=[O:13])=[O:18]. The catalyst class is: 15. (4) Reactant: [C:1]([C:5]1[CH:37]=[CH:36][C:8]([C:9]([NH:11][C:12]2[CH:17]=[CH:16][CH:15]=[C:14]([C:18]3[C:19]4[CH:26]=[C:25]([C:27]5[CH2:32][CH2:31][C:30](=[O:33])[CH2:29][CH:28]=5)[NH:24][C:20]=4[N:21]=[CH:22][N:23]=3)[C:13]=2[CH2:34][OH:35])=[O:10])=[CH:7][CH:6]=1)([CH3:4])([CH3:3])[CH3:2].O.O.O.O.O.O.O.[Cl-].[Ce+3].[Cl-].[Cl-].[BH4-].[Na+].O. The catalyst class is: 100. Product: [C:1]([C:5]1[CH:6]=[CH:7][C:8]([C:9]([NH:11][C:12]2[CH:17]=[CH:16][CH:15]=[C:14]([C:18]3[C:19]4[CH:26]=[C:25]([C:27]5[CH2:32][CH2:31][CH:30]([OH:33])[CH2:29][CH:28]=5)[NH:24][C:20]=4[N:21]=[CH:22][N:23]=3)[C:13]=2[CH2:34][OH:35])=[O:10])=[CH:36][CH:37]=1)([CH3:4])([CH3:2])[CH3:3]. (5) Reactant: [OH:1][C@@:2]1([CH2:17][OH:18])[C:11]2[C:6](=[C:7]([O:13][CH:14]([F:16])[F:15])[CH:8]=[C:9]([Cl:12])[CH:10]=2)[O:5][CH2:4][CH2:3]1.O.C(=O)([O-])[OH:21].[Na+]. Product: [OH:1][C@@:2]1([C:17]([OH:21])=[O:18])[C:11]2[C:6](=[C:7]([O:13][CH:14]([F:15])[F:16])[CH:8]=[C:9]([Cl:12])[CH:10]=2)[O:5][CH2:4][CH2:3]1. The catalyst class is: 21. (6) Reactant: [Cl:1][C:2]1[CH:25]=[CH:24][C:5]([O:6][CH:7]2[CH2:12][CH2:11][N:10]([C:13]([C:15]3[CH:16]=[C:17]4[C:21](=[CH:22][CH:23]=3)[NH:20][CH:19]=[CH:18]4)=[O:14])[CH2:9][CH2:8]2)=[CH:4][CH:3]=1.[H-].[Na+].Br[CH2:29][CH2:30][O:31][Si:32]([C:35]([CH3:38])([CH3:37])[CH3:36])([CH3:34])[CH3:33].O. Product: [Si:32]([O:31][CH2:30][CH2:29][N:20]1[C:21]2[C:17](=[CH:16][C:15]([C:13]([N:10]3[CH2:11][CH2:12][CH:7]([O:6][C:5]4[CH:4]=[CH:3][C:2]([Cl:1])=[CH:25][CH:24]=4)[CH2:8][CH2:9]3)=[O:14])=[CH:23][CH:22]=2)[CH:18]=[CH:19]1)([C:35]([CH3:38])([CH3:37])[CH3:36])([CH3:34])[CH3:33]. The catalyst class is: 9. (7) Reactant: [N+:1]([C:4]1[CH:5]=[C:6]2[C:11](=[CH:12][CH:13]=1)[C:10]([N:14]([C:22]([O:24][C:25]([CH3:28])([CH3:27])[CH3:26])=[O:23])[C:15]([O:17][C:18]([CH3:21])([CH3:20])[CH3:19])=[O:16])=[N:9][CH:8]=[CH:7]2)([O-])=O.[H][H]. Product: [NH2:1][C:4]1[CH:5]=[C:6]2[C:11](=[CH:12][CH:13]=1)[C:10]([N:14]([C:15]([O:17][C:18]([CH3:21])([CH3:20])[CH3:19])=[O:16])[C:22]([O:24][C:25]([CH3:26])([CH3:27])[CH3:28])=[O:23])=[N:9][CH:8]=[CH:7]2. The catalyst class is: 403. (8) Reactant: C(O)(C(F)(F)F)=O.[NH2:8][C:9]1[N:17]=[CH:16][N:15]=[C:14]2[C:10]=1[N:11]=[CH:12][N:13]2[C@H:18]1[C@@H:22]2[O:23]C(C)(C)[O:25][C@@H:21]2[C@@H:20]([CH2:28][NH:29][CH2:30][CH2:31][CH2:32][NH:33][C:34]([NH:36][C:37]2[CH:42]=[CH:41][C:40]([C:43]([CH3:46])([CH3:45])[CH3:44])=[CH:39][CH:38]=2)=[O:35])[O:19]1.C([O-])([O-])=O.[K+].[K+]. Product: [NH2:8][C:9]1[N:17]=[CH:16][N:15]=[C:14]2[C:10]=1[N:11]=[CH:12][N:13]2[C@@H:18]1[O:19][C@H:20]([CH2:28][NH:29][CH2:30][CH2:31][CH2:32][NH:33][C:34]([NH:36][C:37]2[CH:38]=[CH:39][C:40]([C:43]([CH3:44])([CH3:45])[CH3:46])=[CH:41][CH:42]=2)=[O:35])[C@@H:21]([OH:25])[C@H:22]1[OH:23]. The catalyst class is: 6. (9) Reactant: Br[C:2]1[CH:13]=[CH:12][C:5]2[CH2:6][C:7](=O)[NH:8][CH2:9][CH2:10][C:4]=2[CH:3]=1.[Br:14]C1C=CC2CNC(=O)CCC=2C=1. Product: [Br:14][C:12]1[CH:5]=[CH:6][C:7]2[NH:8][CH2:9][CH2:10][CH2:4][CH2:3][C:2]=2[CH:13]=1. The catalyst class is: 7. (10) Reactant: [Cl:1][C:2]1[CH:3]=[CH:4][C:5]2[N:6]([C:8](O)=[N:9][N:10]=2)[N:7]=1.P(Cl)(Cl)(Cl)(Cl)[Cl:13]. Product: [Cl:13][C:8]1[N:6]2[N:7]=[C:2]([Cl:1])[CH:3]=[CH:4][C:5]2=[N:10][N:9]=1. The catalyst class is: 265.